This data is from Catalyst prediction with 721,799 reactions and 888 catalyst types from USPTO. The task is: Predict which catalyst facilitates the given reaction. (1) The catalyst class is: 175. Reactant: C([O:8][C:9]1[C:14](=[O:15])[N:13]2[CH2:16][CH2:17][C:18](=[O:21])[N:19]([CH3:20])[C:12]2=[N:11][C:10]=1[C:22]([O:24][CH2:25][CH3:26])=[O:23])C1C=CC=CC=1.FC(F)(F)C(O)=O. Product: [OH:8][C:9]1[C:14](=[O:15])[N:13]2[CH2:16][CH2:17][C:18](=[O:21])[N:19]([CH3:20])[C:12]2=[N:11][C:10]=1[C:22]([O:24][CH2:25][CH3:26])=[O:23]. (2) Reactant: C(O[C:4]([CH:6]1[O:10][C:9](=[O:11])[N:8]([C:12]2[CH:17]=[CH:16][C:15]([N:18]3[CH:23]=[CH:22][C:21](=[O:24])[CH2:20][CH2:19]3)=[C:14]([F:25])[CH:13]=2)[CH2:7]1)=[O:5])C.[CH2:26]([NH2:28])[CH3:27]. Product: [CH2:26]([NH:28][C:4]([C@@H:6]1[O:10][C:9](=[O:11])[N:8]([C:12]2[CH:17]=[CH:16][C:15]([N:18]3[CH:23]=[CH:22][C:21](=[O:24])[CH2:20][CH2:19]3)=[C:14]([F:25])[CH:13]=2)[CH2:7]1)=[O:5])[CH3:27]. The catalyst class is: 5. (3) Reactant: [CH3:1][O:2][C:3]1[CH:16]=[CH:15][CH:14]=[CH:13][C:4]=1[CH:5]=[C:6]1[C:10](=[O:11])O[C:8]([CH3:12])=[N:7]1.[NH2:17][C:18]1[CH:23]=[CH:22][CH:21]=[CH:20][CH:19]=1.C([O-])(=O)C.[Na+].C(=O)([O-])[O-].[K+].[K+]. Product: [CH3:1][O:2][C:3]1[CH:16]=[CH:15][CH:14]=[CH:13][C:4]=1[CH:5]=[C:6]1[N:7]=[C:8]([CH3:12])[N:17]([C:18]2[CH:23]=[CH:22][CH:21]=[CH:20][CH:19]=2)[C:10]1=[O:11]. The catalyst class is: 15. (4) Reactant: [OH:1][C:2]1[CH:3]=[N:4][CH:5]=[CH:6][CH:7]=1.[O:8]1[CH2:12]CC[CH2:9]1.CC(C)([O-])C.[K+].COCCl. Product: [CH3:9][O:8][CH2:12][O:1][C:2]1[CH:3]=[N:4][CH:5]=[CH:6][CH:7]=1. The catalyst class is: 9. (5) Reactant: [CH3:1][C:2]1[S:3][C:4]2[CH:10]=[CH:9][C:8]([C:11]([OH:13])=O)=[CH:7][C:5]=2[N:6]=1.CN(C(ON1N=NC2C=CC=NC1=2)=[N+](C)C)C.F[P-](F)(F)(F)(F)F.[C:38]([C:42]1[CH:48]=[CH:47][C:45]([NH2:46])=[CH:44][CH:43]=1)([CH3:41])([CH3:40])[CH3:39].CCN(CC)CC. Product: [C:38]([C:42]1[CH:43]=[CH:44][C:45]([NH:46][C:11]([C:8]2[CH:9]=[CH:10][C:4]3[S:3][C:2]([CH3:1])=[N:6][C:5]=3[CH:7]=2)=[O:13])=[CH:47][CH:48]=1)([CH3:41])([CH3:39])[CH3:40]. The catalyst class is: 3. (6) Reactant: C[O:2][C:3](=O)[C:4]1[CH:9]=[CH:8][C:7]([S:10]C(=O)N(C)C)=[C:6]([C:16]([CH3:19])([CH3:18])[CH3:17])[CH:5]=1.CC(C[AlH]CC(C)C)C. Product: [C:16]([C:6]1[CH:5]=[C:4]([CH2:3][OH:2])[CH:9]=[CH:8][C:7]=1[SH:10])([CH3:19])([CH3:17])[CH3:18]. The catalyst class is: 11. (7) Reactant: [OH:1][C:2]1[CH:14]=[C:13]2[C:5]([C:6]3[C:7]([C:18]4[CH:23]=[CH:22][CH:21]=[C:20]([N:24]5[CH2:32][C:31]6[C:26](=[CH:27][C:28]([CH3:33])=[CH:29][CH:30]=6)[C:25]5=[O:34])[C:19]=4[CH3:35])=[CH:8][CH:9]=[C:10]([C:15]([NH2:17])=[O:16])[C:11]=3[NH:12]2)=[CH:4][CH:3]=1.[C:36](=O)([O-])[O-].[K+].[K+].CC1C=CC(S(O[CH2:53][CH:54]2[O:58][C:57]([CH3:60])(C)[CH2:56][O:55]2)(=O)=O)=CC=1. Product: [CH3:36][C:54]1([CH3:53])[O:58][CH:57]([CH2:60][O:1][C:2]2[CH:14]=[C:13]3[C:5]([C:6]4[C:7]([C:18]5[CH:23]=[CH:22][CH:21]=[C:20]([N:24]6[CH2:32][C:31]7[C:26](=[CH:27][C:28]([CH3:33])=[CH:29][CH:30]=7)[C:25]6=[O:34])[C:19]=5[CH3:35])=[CH:8][CH:9]=[C:10]([C:15]([NH2:17])=[O:16])[C:11]=4[NH:12]3)=[CH:4][CH:3]=2)[CH2:56][O:55]1. The catalyst class is: 18.